Dataset: Catalyst prediction with 721,799 reactions and 888 catalyst types from USPTO. Task: Predict which catalyst facilitates the given reaction. (1) Reactant: [CH2:1]([O:3][CH2:4][CH2:5][CH2:6][OH:7])[CH3:2].[H-].[Na+].[C:10](=[S:12])=[S:11].I[CH3:14]. Product: [CH3:14][S:11][C:10](=[S:12])[O:7][CH2:6][CH2:5][CH2:4][O:3][CH2:1][CH3:2]. The catalyst class is: 3. (2) Reactant: [NH2:1][C:2]1[CH:16]=[CH:15][C:14]([Br:17])=[CH:13][C:3]=1[C:4]([C:6]1[CH:11]=[CH:10][CH:9]=[CH:8][C:7]=1[F:12])=O.[CH2:18]=[C:19]1[O:23][C:21](=[O:22])[CH2:20]1. Product: [C:19]([C:20]1[C:21](=[O:22])[NH:1][C:2]2[C:3]([C:4]=1[C:6]1[CH:11]=[CH:10][CH:9]=[CH:8][C:7]=1[F:12])=[CH:13][C:14]([Br:17])=[CH:15][CH:16]=2)(=[O:23])[CH3:18]. The catalyst class is: 17.